Dataset: Reaction yield outcomes from USPTO patents with 853,638 reactions. Task: Predict the reaction yield, written as a fraction of the theoretical maximum amount of product (1.0 means a 100% yield; for example, 0.34 means a 34% yield). The yield is 1.00. The product is [Cl:10][C:11]([Cl:16])([Cl:15])[C:12]([C:2]1[NH:1][C:9]2[CH2:8][CH2:7][CH2:6][CH2:5][C:4]=2[CH:3]=1)=[O:13]. The catalyst is ClCCCl. The reactants are [NH:1]1[C:9]2[CH2:8][CH2:7][CH2:6][CH2:5][C:4]=2[CH:3]=[CH:2]1.[Cl:10][C:11]([Cl:16])([Cl:15])[C:12](Cl)=[O:13].